Dataset: Drug-target binding data from BindingDB using Ki measurements. Task: Regression. Given a target protein amino acid sequence and a drug SMILES string, predict the binding affinity score between them. We predict pKi (pKi = -log10(Ki in M); higher means stronger inhibition). Dataset: bindingdb_ki. The small molecule is CC(=O)SC/C=C(\C)CC/C=C(\C)CCC=C(C)C. The target protein (Q9WVM4) has sequence ALLLLLYRPPHYQIAIRACFLGFVFGCGVLLSFSQSSWNHFGWYVCSLSLFHYSEYLVTTVNNPKSLSLDSFLLNHSLEYTVAALSSWIEFTLENIFWPELKQITWLSAAGLLMVIFGECLRKVAMFTAGSNFNHVVQSEKSDTHTLVTSGVYAWCRHPSYVGWFYWSIGTQVMLCNPICGVVYALTVWRFFRDRTEEEEISLIHFFGEEYLDYKKRVPTGLPFIKGVKVGL. The pKi is 5.1.